This data is from Merck oncology drug combination screen with 23,052 pairs across 39 cell lines. The task is: Regression. Given two drug SMILES strings and cell line genomic features, predict the synergy score measuring deviation from expected non-interaction effect. (1) Drug 1: O=P1(N(CCCl)CCCl)NCCCO1. Drug 2: C#Cc1cccc(Nc2ncnc3cc(OCCOC)c(OCCOC)cc23)c1. Cell line: MSTO. Synergy scores: synergy=-11.8. (2) Drug 1: O=P1(N(CCCl)CCCl)NCCCO1. Drug 2: C=CCn1c(=O)c2cnc(Nc3ccc(N4CCN(C)CC4)cc3)nc2n1-c1cccc(C(C)(C)O)n1. Cell line: KPL1. Synergy scores: synergy=1.11. (3) Drug 1: COc1cccc2c1C(=O)c1c(O)c3c(c(O)c1C2=O)CC(O)(C(=O)CO)CC3OC1CC(N)C(O)C(C)O1. Drug 2: COC1=C2CC(C)CC(OC)C(O)C(C)C=C(C)C(OC(N)=O)C(OC)C=CC=C(C)C(=O)NC(=CC1=O)C2=O. Cell line: CAOV3. Synergy scores: synergy=-12.7. (4) Drug 1: N.N.O=C(O)C1(C(=O)O)CCC1.[Pt]. Drug 2: CCN(CC)CCNC(=O)c1c(C)[nH]c(C=C2C(=O)Nc3ccc(F)cc32)c1C. Cell line: A375. Synergy scores: synergy=12.5. (5) Drug 1: NC1(c2ccc(-c3nc4ccn5c(=O)[nH]nc5c4cc3-c3ccccc3)cc2)CCC1. Drug 2: CNC(=O)c1cc(Oc2ccc(NC(=O)Nc3ccc(Cl)c(C(F)(F)F)c3)cc2)ccn1. Cell line: NCIH23. Synergy scores: synergy=11.3. (6) Drug 1: C=CCn1c(=O)c2cnc(Nc3ccc(N4CCN(C)CC4)cc3)nc2n1-c1cccc(C(C)(C)O)n1. Drug 2: CC1(c2nc3c(C(N)=O)cccc3[nH]2)CCCN1. Cell line: OV90. Synergy scores: synergy=-1.19. (7) Drug 1: COc1cc(C2c3cc4c(cc3C(OC3OC5COC(C)OC5C(O)C3O)C3COC(=O)C23)OCO4)cc(OC)c1O. Drug 2: Cn1cc(-c2cnn3c(N)c(Br)c(C4CCCNC4)nc23)cn1. Cell line: MSTO. Synergy scores: synergy=5.32.